This data is from Full USPTO retrosynthesis dataset with 1.9M reactions from patents (1976-2016). The task is: Predict the reactants needed to synthesize the given product. (1) Given the product [NH2:27][C:8]1[C:9]([O:11][C:12]2[CH:13]=[C:14]([CH:24]=[CH:25][CH:26]=2)[O:15][CH2:16][CH2:17][CH2:18][CH2:19][C:20]([OH:22])=[O:21])=[CH:10][C:5]2[N:4]([CH3:34])[C:3](=[O:35])[N:2]([CH3:1])[C:6]=2[CH:7]=1, predict the reactants needed to synthesize it. The reactants are: [CH3:1][N:2]1[C:6]2[CH:7]=[C:8]([NH:27]C(=O)C(F)(F)F)[C:9]([O:11][C:12]3[CH:13]=[C:14]([CH:24]=[CH:25][CH:26]=3)[O:15][CH2:16][CH2:17][CH2:18][CH2:19][C:20]([O:22]C)=[O:21])=[CH:10][C:5]=2[N:4]([CH3:34])[C:3]1=[O:35].[OH-].[Na+]. (2) Given the product [ClH:33].[CH:1]1([CH2:4][O:5][C:6]2[CH:7]=[CH:8][C:9]3[C:13]([CH:14]=2)=[N:12][N:11]([C:15]2[CH:32]=[CH:31][C:18]([O:19][CH2:20][C@@H:21]([NH2:23])[CH3:22])=[CH:17][CH:16]=2)[CH:10]=3)[CH2:3][CH2:2]1, predict the reactants needed to synthesize it. The reactants are: [CH:1]1([CH2:4][O:5][C:6]2[CH:7]=[CH:8][C:9]3[C:13]([CH:14]=2)=[N:12][N:11]([C:15]2[CH:32]=[CH:31][C:18]([O:19][CH2:20][C@@H:21]([NH:23]C(=O)OC(C)(C)C)[CH3:22])=[CH:17][CH:16]=2)[CH:10]=3)[CH2:3][CH2:2]1.[ClH:33].C(OCC)(=O)C.